Dataset: Full USPTO retrosynthesis dataset with 1.9M reactions from patents (1976-2016). Task: Predict the reactants needed to synthesize the given product. (1) Given the product [C:26]([C:28]1[CH:29]=[C:30]([S:35]([NH:38][C:39]2[S:43][N:42]=[CH:41][N:40]=2)(=[O:37])=[O:36])[CH:31]=[CH:32][C:33]=1[O:13][C:12]1[CH:11]=[CH:10][C:9]([C:14]2[CH:15]=[CH:16][CH:17]=[CH:18][CH:19]=2)=[CH:8][C:7]=1[C:6]1[N:2]([CH3:1])[N:3]=[CH:4][CH:5]=1)#[N:27], predict the reactants needed to synthesize it. The reactants are: [CH3:1][N:2]1[C:6]([C:7]2[CH:8]=[C:9]([C:14]3[CH:19]=[CH:18][CH:17]=[CH:16][CH:15]=3)[CH:10]=[CH:11][C:12]=2[OH:13])=[CH:5][CH:4]=[N:3]1.C(=O)([O-])[O-].[K+].[K+].[C:26]([C:28]1[CH:29]=[C:30]([S:35]([NH:38][C:39]2[S:43][N:42]=[CH:41][N:40]=2)(=[O:37])=[O:36])[CH:31]=[CH:32][C:33]=1F)#[N:27].Cl. (2) Given the product [ClH:41].[ClH:41].[CH3:34][N:32]([CH3:33])[C:30]1[C:29]2[C:24](=[CH:25][CH:26]=[CH:27][CH:28]=2)[N:23]=[C:22](/[CH:21]=[CH:20]/[C:11]2[N:10]=[C:9]([C:6]3[CH:7]=[CH:8][C:3]([O:2][CH3:1])=[C:4]([OH:35])[CH:5]=3)[CH:14]=[C:13]([N:15]3[CH2:16][CH2:17][CH2:18][CH2:19]3)[N:12]=2)[N:31]=1, predict the reactants needed to synthesize it. The reactants are: [CH3:1][O:2][C:3]1[CH:8]=[CH:7][C:6]([C:9]2[CH:14]=[C:13]([N:15]3[CH2:19][CH2:18][CH2:17][CH2:16]3)[N:12]=[C:11](/[CH:20]=[CH:21]/[C:22]3[N:31]=[C:30]([N:32]([CH3:34])[CH3:33])[C:29]4[C:24](=[CH:25][CH:26]=[CH:27][CH:28]=4)[N:23]=3)[N:10]=2)=[CH:5][C:4]=1[O:35]COC.CO.[ClH:41].